This data is from NCI-60 drug combinations with 297,098 pairs across 59 cell lines. The task is: Regression. Given two drug SMILES strings and cell line genomic features, predict the synergy score measuring deviation from expected non-interaction effect. (1) Drug 2: CN1C2=C(C=C(C=C2)N(CCCl)CCCl)N=C1CCCC(=O)O.Cl. Synergy scores: CSS=19.1, Synergy_ZIP=-7.14, Synergy_Bliss=-3.18, Synergy_Loewe=-0.714, Synergy_HSA=-0.0575. Drug 1: CN(C)N=NC1=C(NC=N1)C(=O)N. Cell line: UO-31. (2) Drug 1: C1CCC(C1)C(CC#N)N2C=C(C=N2)C3=C4C=CNC4=NC=N3. Drug 2: CC1=CC2C(CCC3(C2CCC3(C(=O)C)OC(=O)C)C)C4(C1=CC(=O)CC4)C. Cell line: NCI-H522. Synergy scores: CSS=10.3, Synergy_ZIP=-2.93, Synergy_Bliss=-1.51, Synergy_Loewe=-9.12, Synergy_HSA=-1.88. (3) Drug 1: C1=NC2=C(N=C(N=C2N1C3C(C(C(O3)CO)O)F)Cl)N. Drug 2: CC1CCCC2(C(O2)CC(NC(=O)CC(C(C(=O)C(C1O)C)(C)C)O)C(=CC3=CSC(=N3)C)C)C. Synergy scores: CSS=47.0, Synergy_ZIP=-3.83, Synergy_Bliss=-4.47, Synergy_Loewe=-12.2, Synergy_HSA=-4.18. Cell line: BT-549. (4) Drug 1: C1CC(=O)NC(=O)C1N2CC3=C(C2=O)C=CC=C3N. Drug 2: C1=CC(=CC=C1CCCC(=O)O)N(CCCl)CCCl. Cell line: A549. Synergy scores: CSS=25.5, Synergy_ZIP=-6.64, Synergy_Bliss=-3.36, Synergy_Loewe=-0.867, Synergy_HSA=-0.480. (5) Drug 1: CN(C)N=NC1=C(NC=N1)C(=O)N. Drug 2: C1=CC=C(C=C1)NC(=O)CCCCCCC(=O)NO. Cell line: NCI-H226. Synergy scores: CSS=5.47, Synergy_ZIP=-0.0767, Synergy_Bliss=4.78, Synergy_Loewe=-0.107, Synergy_HSA=2.39. (6) Drug 1: C1=CC(=CC=C1CC(C(=O)O)N)N(CCCl)CCCl.Cl. Drug 2: C1CC(=O)NC(=O)C1N2C(=O)C3=CC=CC=C3C2=O. Cell line: BT-549. Synergy scores: CSS=11.6, Synergy_ZIP=-2.17, Synergy_Bliss=-0.425, Synergy_Loewe=-8.37, Synergy_HSA=-2.54.